From a dataset of Forward reaction prediction with 1.9M reactions from USPTO patents (1976-2016). Predict the product of the given reaction. (1) Given the reactants [F:1][C:2]([F:22])([F:21])[C:3]1[N:4]=[C:5]2[C:10]([N:11]([CH3:19])[C:12](=[O:18])[O:13][C:14]([CH3:17])([CH3:16])[CH3:15])=[CH:9][CH:8]=[CH:7][N:6]2[CH:20]=1.C1C(=O)N([Cl:30])C(=O)C1.O, predict the reaction product. The product is: [Cl:30][C:20]1[N:6]2[CH:7]=[CH:8][CH:9]=[C:10]([N:11]([CH3:19])[C:12](=[O:18])[O:13][C:14]([CH3:17])([CH3:15])[CH3:16])[C:5]2=[N:4][C:3]=1[C:2]([F:1])([F:21])[F:22]. (2) Given the reactants [CH2:1]([O:8][C:9]1[N:10]=[N:11][C:12]([CH2:23]C2C=CC=C(Cl)C=2)=[CH:13][C:14]=1[O:15][CH2:16][C:17]1[CH:22]=[CH:21][CH:20]=[CH:19][CH:18]=1)[C:2]1[CH:7]=[CH:6][CH:5]=[CH:4][CH:3]=1.C(OC1N=NC(Cl)=CC=1OCC1C=CC=CC=1)C1C=CC=CC=1.[Cl-].[Cl:55][C:56]1[CH:63]=[CH:62][C:59](C[Zn+])=[CH:58][CH:57]=1, predict the reaction product. The product is: [CH2:1]([O:8][C:9]1[N:10]=[N:11][C:12]([CH2:23][C:59]2[CH:62]=[CH:63][C:56]([Cl:55])=[CH:57][CH:58]=2)=[CH:13][C:14]=1[O:15][CH2:16][C:17]1[CH:22]=[CH:21][CH:20]=[CH:19][CH:18]=1)[C:2]1[CH:7]=[CH:6][CH:5]=[CH:4][CH:3]=1. (3) Given the reactants [F:1][C:2]1[CH:7]=[CH:6][C:5]([C:8]2[C:12]([C:13]3[CH:18]=[CH:17][N:16]=[C:15]4[CH2:19][O:20][C:21](=[O:22])[C:14]=34)=[CH:11][N:10]([CH3:23])[N:9]=2)=[CH:4][CH:3]=1.[CH2:24]([NH2:31])[C:25]1[CH:30]=[CH:29][CH:28]=[CH:27][CH:26]=1, predict the reaction product. The product is: [CH2:24]([N:31]1[C:21](=[O:22])[C:14]2[C:15](=[N:16][CH:17]=[CH:18][C:13]=2[C:12]2[C:8]([C:5]3[CH:4]=[CH:3][C:2]([F:1])=[CH:7][CH:6]=3)=[N:9][N:10]([CH3:23])[CH:11]=2)[C:19]1=[O:20])[C:25]1[CH:30]=[CH:29][CH:28]=[CH:27][CH:26]=1.